This data is from Full USPTO retrosynthesis dataset with 1.9M reactions from patents (1976-2016). The task is: Predict the reactants needed to synthesize the given product. The reactants are: Cl[C:2]1[N:11]=[CH:10][C:9]2[C:4](=[C:5]([CH3:12])[CH:6]=[CH:7][CH:8]=2)[N:3]=1.[NH2:13][C:14]1[CH:22]=[C:21]2[C:17]([CH:18]=[N:19][NH:20]2)=[CH:16][CH:15]=1.Cl. Given the product [NH:20]1[C:21]2[C:17](=[CH:16][CH:15]=[C:14]([NH:13][C:2]3[N:11]=[CH:10][C:9]4[C:4](=[C:5]([CH3:12])[CH:6]=[CH:7][CH:8]=4)[N:3]=3)[CH:22]=2)[CH:18]=[N:19]1, predict the reactants needed to synthesize it.